This data is from hERG Central: cardiac toxicity at 1µM, 10µM, and general inhibition. The task is: Predict hERG channel inhibition at various concentrations. (1) The molecule is CCOC(=O)C1CCN(C(=O)Cc2ccc(-c3ccccc3)cc2)CC1. Results: hERG_inhib (hERG inhibition (general)): blocker. (2) The molecule is O=C(CN1CCCC1)N1CCCc2c1c(=O)oc1ccc(OCc3ccccc3)cc21. Results: hERG_inhib (hERG inhibition (general)): blocker.